This data is from Forward reaction prediction with 1.9M reactions from USPTO patents (1976-2016). The task is: Predict the product of the given reaction. (1) Given the reactants Cl.[CH:2]([N:4]1[C:19]2[C:14](=[CH:15][CH:16]=[CH:17][CH:18]=2)[C:6]([CH2:7][C@@H:8]([C:10]([O:12][CH3:13])=[O:11])[NH2:9])=[CH:5]1)=[O:3].C(N(CC)CC)C.[F:27][C:28]1[CH:38]=[CH:37][CH:36]=[CH:35][C:29]=1[CH:30]=[CH:31][C:32](O)=[O:33].CCN=C=NCCCN(C)C.Cl, predict the reaction product. The product is: [F:27][C:28]1[CH:38]=[CH:37][CH:36]=[CH:35][C:29]=1[CH:30]=[CH:31][C:32]([NH:9][C@H:8]([C:10]([O:12][CH3:13])=[O:11])[CH2:7][C:6]1[C:14]2[C:19](=[CH:18][CH:17]=[CH:16][CH:15]=2)[N:4]([CH:2]=[O:3])[CH:5]=1)=[O:33]. (2) Given the reactants Cl[Si](C)(C)C.Br[CH2:7][C:8]([O:10][C:11]([CH3:14])([CH3:13])[CH3:12])=[O:9].[F:15][C:16]1[C:23]([CH3:24])=[CH:22][CH:21]=[C:20]([F:25])[C:17]=1[CH:18]=[O:19], predict the reaction product. The product is: [F:15][C:16]1[C:23]([CH3:24])=[CH:22][CH:21]=[C:20]([F:25])[C:17]=1[CH:18]([OH:19])[CH2:7][C:8]([O:10][C:11]([CH3:14])([CH3:13])[CH3:12])=[O:9]. (3) Given the reactants C([O:4][C@H:5]1[C@H:10]([O:11]C(=O)C)[C@@H:9]([O:15]C(=O)C)[C@H:8]([N:19]2[C:27]3[C:22](=[CH:23][CH:24]=[CH:25][CH:26]=3)[C:21]([CH2:28][C:29]3[S:30][C:31]([C:34]4[O:35][CH:36]=[CH:37][CH:38]=4)=[CH:32][N:33]=3)=[CH:20]2)[O:7][C@@H:6]1[CH2:39][O:40]C(=O)C)(=O)C.C[O-].[Na+], predict the reaction product. The product is: [O:35]1[CH:36]=[CH:37][CH:38]=[C:34]1[C:31]1[S:30][C:29]([CH2:28][C:21]2[C:22]3[C:27](=[CH:26][CH:25]=[CH:24][CH:23]=3)[N:19]([C@H:8]3[C@H:9]([OH:15])[C@@H:10]([OH:11])[C@H:5]([OH:4])[C@@H:6]([CH2:39][OH:40])[O:7]3)[CH:20]=2)=[N:33][CH:32]=1. (4) Given the reactants [Cl:1][C:2]1[S:3][C:4]2[CH2:10][C:9](=O)[CH2:8][CH2:7][C:5]=2[N:6]=1.C([O-])(=O)C.[NH4+].[C:17]([BH3-])#[N:18].[Na+].Cl.[CH2:22]=O, predict the reaction product. The product is: [Cl:1][C:2]1[S:3][C:4]2[CH2:10][CH:9]([N:18]([CH3:17])[CH3:22])[CH2:8][CH2:7][C:5]=2[N:6]=1. (5) Given the reactants FC(F)(F)[C:3](O)=[O:4].[CH3:8][O:9][C:10]1[CH:29]=[CH:28][C:13]2CO[C:16](=[O:27])[N:17]([CH2:18][CH2:19][CH2:20][N:21]3[CH2:26][CH2:25][NH:24][CH2:23][CH2:22]3)[C:12]=2[CH:11]=1.C(N(CC)C(C)C)(C)C.Cl[CH2:40]/[CH:41]=[CH:42]/[C:43]1[CH:48]=[C:47]([F:49])[CH:46]=[CH:45][C:44]=1[F:50].C(=O)([O-])[O-].[K+].[K+], predict the reaction product. The product is: [F:50][C:44]1[CH:45]=[CH:46][C:47]([F:49])=[CH:48][C:43]=1/[CH:42]=[CH:41]/[CH2:40][N:24]1[CH2:23][CH2:22][N:21]([CH2:20][CH2:19][CH2:18][N:17]2[C:12]3[CH:11]=[C:10]([O:9][CH3:8])[CH:29]=[CH:28][C:13]=3[O:4][CH2:3][C:16]2=[O:27])[CH2:26][CH2:25]1. (6) The product is: [CH3:1][CH:2]([CH2:7][CH2:8][N:9]1[C:17]2[CH2:16][CH2:15][CH2:14][CH2:13][C:12]=2[C:11]([C:18]([F:20])([F:19])[F:21])=[N:10]1)[C:3]([OH:5])=[O:4]. Given the reactants [CH3:1][CH:2]([CH2:7][CH2:8][N:9]1[C:17]2[CH2:16][CH2:15][CH2:14][CH2:13][C:12]=2[C:11]([C:18]([F:21])([F:20])[F:19])=[N:10]1)[C:3]([O:5]C)=[O:4].[OH-].[Na+], predict the reaction product. (7) Given the reactants [I:1][C:2]1[C:10]2[C:5](=[N:6][CH:7]=[CH:8][CH:9]=2)[NH:4][N:3]=1.C(N(CC)CC)C.[CH3:18][C:19]([O:22][C:23](O[C:23]([O:22][C:19]([CH3:21])([CH3:20])[CH3:18])=[O:24])=[O:24])([CH3:21])[CH3:20], predict the reaction product. The product is: [I:1][C:2]1[C:10]2[C:5](=[N:6][CH:7]=[CH:8][CH:9]=2)[N:4]([C:23]([O:22][C:19]([CH3:21])([CH3:20])[CH3:18])=[O:24])[N:3]=1. (8) Given the reactants [Cl:1][C:2]1[CH:7]=[CH:6][C:5]([C:8]2([F:20])[CH2:13][CH2:12][N:11]([CH2:14][CH2:15][C:16]([O:18][CH3:19])=[O:17])[CH2:10][CH2:9]2)=[CH:4][CH:3]=1.C[Si](C)(C)[N-][Si](C)(C)C.[Li+].[CH2:31](Br)[C:32]1[CH:37]=[CH:36][CH:35]=[CH:34][CH:33]=1, predict the reaction product. The product is: [CH2:31]([C:15]([CH2:8][C:5]1[CH:6]=[CH:7][CH:2]=[CH:3][CH:4]=1)([CH2:14][N:11]1[CH2:10][CH2:9][C:8]([C:5]2[CH:4]=[CH:3][C:2]([Cl:1])=[CH:7][CH:6]=2)([F:20])[CH2:13][CH2:12]1)[C:16]([O:18][CH3:19])=[O:17])[C:32]1[CH:37]=[CH:36][CH:35]=[CH:34][CH:33]=1. (9) The product is: [CH2:9]([CH2:8][CH:7]([NH2:6])[C:13]([OH:15])=[O:14])[CH2:10][CH2:11][NH2:12]. Given the reactants S(=O)(=O)(O)O.[NH2:6][C@H:7]([C:13]([OH:15])=[O:14])[CH2:8][CH2:9][CH2:10][CH2:11][NH2:12], predict the reaction product. (10) Given the reactants [Cl:1][C:2]1[C:7]2[CH:8]=[N:9][S:10][C:6]=2[C:5]([NH2:11])=[CH:4][CH:3]=1.[F:12][C:13]([F:25])([F:24])[C:14]1[CH:23]=[CH:22][C:17]([CH2:18][N:19]=[C:20]=[O:21])=[CH:16][CH:15]=1.[N-]=C=O, predict the reaction product. The product is: [Cl:1][C:2]1[C:7]2[CH:8]=[N:9][S:10][C:6]=2[C:5]([NH:11][C:20]([NH:19][CH2:18][C:17]2[CH:16]=[CH:15][C:14]([C:13]([F:12])([F:25])[F:24])=[CH:23][CH:22]=2)=[O:21])=[CH:4][CH:3]=1.